From a dataset of Full USPTO retrosynthesis dataset with 1.9M reactions from patents (1976-2016). Predict the reactants needed to synthesize the given product. (1) Given the product [CH3:13][O:12][C:10]1[CH:9]=[C:4]([CH:3]=[C:2]([O:1][CH2:17][CH2:18][O:19][CH3:20])[CH:11]=1)[C:5]([O:7][CH3:8])=[O:6], predict the reactants needed to synthesize it. The reactants are: [OH:1][C:2]1[CH:3]=[C:4]([CH:9]=[C:10]([O:12][CH3:13])[CH:11]=1)[C:5]([O:7][CH3:8])=[O:6].[H-].[Na+].Br[CH2:17][CH2:18][O:19][CH3:20]. (2) Given the product [BrH:12].[BrH:12].[Br:12][CH2:10][C:9]([C:4]1[C:3]([CH2:1][CH3:2])=[N:8][CH:7]=[CH:6][N:5]=1)=[O:11], predict the reactants needed to synthesize it. The reactants are: [CH2:1]([C:3]1[C:4]([C:9](=[O:11])[CH3:10])=[N:5][CH:6]=[CH:7][N:8]=1)[CH3:2].[Br:12]Br. (3) Given the product [O:31]1[CH:32]=[CH:33][N:34]=[C:30]1[C@H:12]1[NH:11][CH2:15][C@@H:14]([NH:16][C:17]([C:19]2[CH:28]=[CH:27][C:26]3[C:21](=[CH:22][CH:23]=[CH:24][CH:25]=3)[C:20]=2[OH:29])=[O:18])[CH2:13]1, predict the reactants needed to synthesize it. The reactants are: C(OC([N:11]1[CH2:15][C@@H:14]([NH:16][C:17]([C:19]2[CH:28]=[CH:27][C:26]3[C:21](=[CH:22][CH:23]=[CH:24][CH:25]=3)[C:20]=2[OH:29])=[O:18])[CH2:13][C@H:12]1[C:30]1[O:31][CH:32]=[CH:33][N:34]=1)=O)C1C=CC=CC=1. (4) Given the product [F:2][C:3]1[CH:4]=[CH:5][C:6]([CH:9]2[N:13]([S:14]([C:17]3[CH:18]=[CH:19][C:20]([CH3:23])=[CH:21][CH:22]=3)(=[O:16])=[O:15])[CH:12]([C:24]3[N:31]=[CH:29][N:27]([CH3:26])[N:25]=3)[CH2:11][CH2:10]2)=[CH:7][CH:8]=1, predict the reactants needed to synthesize it. The reactants are: Cl.[F:2][C:3]1[CH:8]=[CH:7][C:6]([CH:9]2[N:13]([S:14]([C:17]3[CH:22]=[CH:21][C:20]([CH3:23])=[CH:19][CH:18]=3)(=[O:16])=[O:15])[CH:12]([C:24]#[N:25])[CH2:11][CH2:10]2)=[CH:5][CH:4]=1.[CH3:26][NH:27]N.[CH2:29]([N:31](CC)CC)C. (5) Given the product [Br:1][C:2]1[CH:3]=[C:4]([N+:9]([O-:11])=[O:10])[C:5]([Cl:14])=[N:6][CH:7]=1, predict the reactants needed to synthesize it. The reactants are: [Br:1][C:2]1[CH:3]=[C:4]([N+:9]([O-:11])=[O:10])[C:5](=O)[NH:6][CH:7]=1.P(Cl)(Cl)([Cl:14])=O. (6) Given the product [OH:2][CH2:1][C:3]1[N:4]=[C:5]2[C:10]([N:11]3[CH2:16][CH2:15][O:14][CH2:13][CH2:12]3)=[CH:9][CH:8]=[N:7][N:6]2[C:17]=1[C:18]1[CH:30]=[CH:29][C:21]([C:22]([O:24][C:25]([CH3:26])([CH3:28])[CH3:27])=[O:23])=[CH:20][CH:19]=1, predict the reactants needed to synthesize it. The reactants are: [CH:1]([C:3]1[N:4]=[C:5]2[C:10]([N:11]3[CH2:16][CH2:15][O:14][CH2:13][CH2:12]3)=[CH:9][CH:8]=[N:7][N:6]2[C:17]=1[C:18]1[CH:30]=[CH:29][C:21]([C:22]([O:24][C:25]([CH3:28])([CH3:27])[CH3:26])=[O:23])=[CH:20][CH:19]=1)=[O:2].O1CCOCC1.CO.[BH4-].[Na+].